This data is from Ames mutagenicity test results for genotoxicity prediction. The task is: Regression/Classification. Given a drug SMILES string, predict its toxicity properties. Task type varies by dataset: regression for continuous values (e.g., LD50, hERG inhibition percentage) or binary classification for toxic/non-toxic outcomes (e.g., AMES mutagenicity, cardiotoxicity, hepatotoxicity). Dataset: ames. (1) The drug is CC(Br)(CBr)COP(=O)(OCC(C)(Br)CBr)OCC(C)(Br)CBr. The result is 0 (non-mutagenic). (2) The compound is CC(C)(c1ccc(OCC(O)CO)cc1)c1ccc(OCC(O)CO)cc1. The result is 0 (non-mutagenic). (3) The compound is CCOC(=O)C(=NNc1ccc(-c2ccc(NN=C(C(=O)OCC)C(=O)OCC)c(Cl)c2)cc1Cl)C(=O)OCC. The result is 0 (non-mutagenic). (4) The drug is CCCCCn1cc2c3c(cccc31)[C@H]1C=C(C)CN(C)[C@@H]1C2. The result is 1 (mutagenic).